This data is from NCI-60 drug combinations with 297,098 pairs across 59 cell lines. The task is: Regression. Given two drug SMILES strings and cell line genomic features, predict the synergy score measuring deviation from expected non-interaction effect. Drug 1: C1CC(C1)(C(=O)O)C(=O)O.[NH2-].[NH2-].[Pt+2]. Drug 2: CCCCCOC(=O)NC1=NC(=O)N(C=C1F)C2C(C(C(O2)C)O)O. Cell line: HCT-15. Synergy scores: CSS=-2.99, Synergy_ZIP=2.09, Synergy_Bliss=0.0274, Synergy_Loewe=-2.77, Synergy_HSA=-3.22.